Dataset: NCI-60 drug combinations with 297,098 pairs across 59 cell lines. Task: Regression. Given two drug SMILES strings and cell line genomic features, predict the synergy score measuring deviation from expected non-interaction effect. (1) Drug 1: CC12CCC3C(C1CCC2=O)CC(=C)C4=CC(=O)C=CC34C. Drug 2: C1=CC(=CC=C1C#N)C(C2=CC=C(C=C2)C#N)N3C=NC=N3. Cell line: COLO 205. Synergy scores: CSS=44.9, Synergy_ZIP=2.18, Synergy_Bliss=-3.20, Synergy_Loewe=-4.43, Synergy_HSA=-5.48. (2) Drug 1: CCCS(=O)(=O)NC1=C(C(=C(C=C1)F)C(=O)C2=CNC3=C2C=C(C=N3)C4=CC=C(C=C4)Cl)F. Drug 2: CC1=C2C(C(=O)C3(C(CC4C(C3C(C(C2(C)C)(CC1OC(=O)C(C(C5=CC=CC=C5)NC(=O)C6=CC=CC=C6)O)O)OC(=O)C7=CC=CC=C7)(CO4)OC(=O)C)O)C)OC(=O)C. Cell line: SF-295. Synergy scores: CSS=22.4, Synergy_ZIP=6.30, Synergy_Bliss=8.80, Synergy_Loewe=3.56, Synergy_HSA=9.39.